Dataset: Full USPTO retrosynthesis dataset with 1.9M reactions from patents (1976-2016). Task: Predict the reactants needed to synthesize the given product. (1) Given the product [Cl:33][C:18]1[C:19]([NH:21][C:22]2[C:27]([S:28]([CH3:31])(=[O:30])=[O:29])=[CH:26][CH:25]=[CH:24][C:23]=2[F:32])=[N:20][C:15]([NH:1][C:2]2[CH:3]=[CH:4][C:5]3[CH2:11][CH2:10][CH2:9][C:8](=[O:12])[NH:7][C:6]=3[CH:13]=2)=[N:16][CH:17]=1, predict the reactants needed to synthesize it. The reactants are: [NH2:1][C:2]1[CH:3]=[CH:4][C:5]2[CH2:11][CH2:10][CH2:9][C:8](=[O:12])[NH:7][C:6]=2[CH:13]=1.Cl[C:15]1[N:20]=[C:19]([NH:21][C:22]2[C:27]([S:28]([CH3:31])(=[O:30])=[O:29])=[CH:26][CH:25]=[CH:24][C:23]=2[F:32])[C:18]([Cl:33])=[CH:17][N:16]=1. (2) Given the product [CH:1]1([CH2:7][C:8]([OH:21])([CH2:11][C:12]([CH3:13])([C:14]2[CH:15]=[CH:16][CH:17]=[CH:18][CH:19]=2)[CH3:20])[CH:9]=[O:10])[CH2:2][CH2:3][CH2:4][CH2:5][CH2:6]1, predict the reactants needed to synthesize it. The reactants are: [CH:1]1([CH2:7][C:8]([OH:21])([CH2:11][C:12]([CH3:20])([C:14]2[CH:19]=[CH:18][CH:17]=[CH:16][CH:15]=2)[CH3:13])[CH2:9][OH:10])[CH2:6][CH2:5][CH2:4][CH2:3][CH2:2]1.CS(C)=O. (3) Given the product [CH2:1]([S:3][C:4]1[CH:9]=[CH:8][C:7]([F:10])=[CH:6][C:5]=1[NH:11][NH:12][C:18](=[O:19])[C:17]1[CH:21]=[CH:22][CH:23]=[C:15]([C:14]([F:13])([F:24])[F:25])[CH:16]=1)[CH3:2], predict the reactants needed to synthesize it. The reactants are: [CH2:1]([S:3][C:4]1[CH:9]=[CH:8][C:7]([F:10])=[CH:6][C:5]=1[NH:11][NH2:12])[CH3:2].[F:13][C:14]([F:25])([F:24])[C:15]1[CH:16]=[C:17]([CH:21]=[CH:22][CH:23]=1)[C:18](O)=[O:19].